Predict the reactants needed to synthesize the given product. From a dataset of Full USPTO retrosynthesis dataset with 1.9M reactions from patents (1976-2016). (1) Given the product [Cl:1][C:2]1[CH:3]=[CH:4][C:5]([C:8]2[CH:9]=[C:10]([NH:20][C:21](=[O:28])[C:22]3[CH:27]=[CH:26][CH:25]=[CH:24][CH:23]=3)[CH:11]=[N:12][C:13]=2[O:14][CH2:15][C:16]([F:17])([F:18])[F:19])=[CH:6][CH:7]=1, predict the reactants needed to synthesize it. The reactants are: [Cl:1][C:2]1[CH:7]=[CH:6][C:5]([C:8]2[CH:9]=[C:10]([NH2:20])[CH:11]=[N:12][C:13]=2[O:14][CH2:15][C:16]([F:19])([F:18])[F:17])=[CH:4][CH:3]=1.[C:21](O)(=[O:28])[C:22]1[CH:27]=[CH:26][CH:25]=[CH:24][CH:23]=1. (2) The reactants are: [CH:1]1([CH2:4][OH:5])[CH2:3][CH2:2]1.Cl[C:7]1[N:8]=[C:9]([OH:17])[C:10]2[CH:16]=[CH:15][N:14]=[CH:13][C:11]=2[N:12]=1. Given the product [CH:1]1([CH2:4][O:5][C:7]2[NH:8][C:9](=[O:17])[C:10]3[CH:16]=[CH:15][N:14]=[CH:13][C:11]=3[N:12]=2)[CH2:3][CH2:2]1, predict the reactants needed to synthesize it. (3) Given the product [CH3:21][O:11][C:10](=[O:12])[C@@H:9]([NH:8][C:6]([O:5][C:1]([CH3:4])([CH3:2])[CH3:3])=[O:7])[CH2:13][CH2:14][C:15]1[CH:16]=[CH:17][CH:18]=[CH:19][CH:20]=1, predict the reactants needed to synthesize it. The reactants are: [C:1]([O:5][C:6]([NH:8][C@@H:9]([CH2:13][CH2:14][C:15]1[CH:20]=[CH:19][CH:18]=[CH:17][CH:16]=1)[C:10]([OH:12])=[O:11])=[O:7])([CH3:4])([CH3:3])[CH3:2].[CH3:21][Si](C=[N+]=[N-])(C)C. (4) Given the product [Si:18]([O:11][C:8]1[CH:9]=[CH:10][C:5]([CH2:4][C:3]([O:2][CH3:1])=[O:12])=[CH:6][CH:7]=1)([C:21]([CH3:24])([CH3:23])[CH3:22])([CH3:20])[CH3:19], predict the reactants needed to synthesize it. The reactants are: [CH3:1][O:2][C:3](=[O:12])[CH2:4][C:5]1[CH:10]=[CH:9][C:8]([OH:11])=[CH:7][CH:6]=1.N1C=CN=C1.[Si:18](Cl)([C:21]([CH3:24])([CH3:23])[CH3:22])([CH3:20])[CH3:19]. (5) Given the product [CH2:1]([C:3]1[CH:8]=[CH:7][CH:6]=[C:5]([CH3:9])[C:4]=1[CH2:10][C:12]1[N:13]=[CH:14][NH:15][CH:16]=1)[CH3:2], predict the reactants needed to synthesize it. The reactants are: [CH2:1]([C:3]1[CH:8]=[CH:7][CH:6]=[C:5]([CH3:9])[C:4]=1[CH:10]([C:12]1[N:13]=[CH:14][N:15](C(C2C=CC=CC=2)(C2C=CC=CC=2)C2C=CC=CC=2)[CH:16]=1)O)[CH3:2].C([SiH](CC)CC)C.FC(F)(F)C(O)=O. (6) Given the product [C:1]([N:4]1[CH2:8][CH:7]([Cl:13])[O:6][C:5]1=[O:9])(=[O:3])[CH3:2], predict the reactants needed to synthesize it. The reactants are: [C:1]([N:4]1[CH2:8][CH2:7][O:6][C:5]1=[O:9])(=[O:3])[CH3:2].S(Cl)([Cl:13])(=O)=O.N(C(C)(C)C#N)=NC(C)(C)C#N. (7) Given the product [CH2:2]([O:8][C:9]1[CH:14]=[CH:13][C:12]2[C:15]3([CH2:21][O:22][C:11]=2[CH:10]=1)[CH2:16][CH2:17][N:18]([CH2:31][CH2:30][CH2:29][C:28]([O:27][C:23]([CH3:26])([CH3:25])[CH3:24])=[O:33])[CH2:19][CH2:20]3)[CH2:3][CH2:4][CH2:5][CH2:6][CH2:7][CH3:34], predict the reactants needed to synthesize it. The reactants are: Cl.[CH2:2]([O:8][C:9]1[CH:14]=[CH:13][C:12]2[C:15]3([CH2:21][O:22][C:11]=2[CH:10]=1)[CH2:20][CH2:19][NH:18][CH2:17][CH2:16]3)[CH2:3][CH2:4][CH2:5][CH2:6][CH3:7].[C:23]([O:27][C:28](=[O:33])[CH2:29][CH2:30][CH2:31]Br)([CH3:26])([CH3:25])[CH3:24].[C:34]([O-])([O-])=O.[K+].[K+]. (8) Given the product [Cl:33][C:30]1[CH:31]=[CH:32][C:27]([CH:10]2[C:5]3[N:6]([CH:7]([CH3:9])[CH3:8])[C:2]([C:37]4[CH2:38][CH2:39][O:34][CH2:35][CH:36]=4)=[N:3][C:4]=3[C:12](=[O:13])[N:11]2[C:14]2[CH:15]=[C:16]([CH3:26])[C:17]3[N:18]([C:20]([CH:23]([F:25])[F:24])=[N:21][N:22]=3)[N:19]=2)=[CH:28][CH:29]=1, predict the reactants needed to synthesize it. The reactants are: Br[C:2]1[N:6]([CH:7]([CH3:9])[CH3:8])[C:5]2[CH:10]([C:27]3[CH:32]=[CH:31][C:30]([Cl:33])=[CH:29][CH:28]=3)[N:11]([C:14]3[CH:15]=[C:16]([CH3:26])[C:17]4[N:18]([C:20]([CH:23]([F:25])[F:24])=[N:21][N:22]=4)[N:19]=3)[C:12](=[O:13])[C:4]=2[N:3]=1.[O:34]1[CH2:39][CH:38]=[C:37](B2OC(C)(C)C(C)(C)O2)[CH2:36][CH2:35]1. (9) Given the product [CH2:1]([O:3][C:4]([C:6]1[C:7]([CH:22]2[O:26][CH2:27][CH2:28][O:23]2)=[N:8][N:9]2[C:14]([O:15][CH3:16])=[CH:13][CH:12]=[C:11]([CH2:17][O:18][C:19](=[O:21])[CH3:20])[C:10]=12)=[O:5])[CH3:2], predict the reactants needed to synthesize it. The reactants are: [CH2:1]([O:3][C:4]([C:6]1[C:7]([CH:22]=[O:23])=[N:8][N:9]2[C:14]([O:15][CH3:16])=[CH:13][CH:12]=[C:11]([CH2:17][O:18][C:19](=[O:21])[CH3:20])[C:10]=12)=[O:5])[CH3:2].C[Si](C)(C)[O:26][CH2:27][CH2:28]O[Si](C)(C)C.FC(F)(F)S(O[Si](C)(C)C)(=O)=O.C(=O)([O-])O.[Na+].